Task: Regression. Given two drug SMILES strings and cell line genomic features, predict the synergy score measuring deviation from expected non-interaction effect.. Dataset: NCI-60 drug combinations with 297,098 pairs across 59 cell lines Drug 1: CC12CCC3C(C1CCC2=O)CC(=C)C4=CC(=O)C=CC34C. Drug 2: C1C(C(OC1N2C=NC3=C2NC=NCC3O)CO)O. Cell line: OVCAR3. Synergy scores: CSS=14.6, Synergy_ZIP=-1.01, Synergy_Bliss=-1.64, Synergy_Loewe=-0.872, Synergy_HSA=-1.41.